Dataset: Reaction yield outcomes from USPTO patents with 853,638 reactions. Task: Predict the reaction yield, written as a fraction of the theoretical maximum amount of product (1.0 means a 100% yield; for example, 0.34 means a 34% yield). (1) The reactants are [F:1][C:2]1[C:16]([F:17])=[CH:15][CH:14]=[C:13]([C:18]([N:20]2[CH2:25][C:22]3([O:24][CH2:23]3)[CH2:21]2)=[O:19])[C:3]=1[NH:4][C:5]1[CH:10]=[CH:9][C:8]([I:11])=[CH:7][C:6]=1[F:12].[N+:26]([NH:29][C:30]([NH2:32])=[NH:31])([O-:28])=[O:27].[OH-].[Na+].[ClH:35].O1CCOCC1. The catalyst is O1CCCC1.CO. The product is [ClH:35].[F:1][C:2]1[C:3]([NH:4][C:5]2[CH:10]=[CH:9][C:8]([I:11])=[CH:7][C:6]=2[F:12])=[C:13]([C:18]([N:20]2[CH2:21][C:22]([CH2:23][NH:32][C:30]([NH:29][N+:26]([O-:28])=[O:27])=[NH:31])([OH:24])[CH2:25]2)=[O:19])[CH:14]=[CH:15][C:16]=1[F:17]. The yield is 0.380. (2) The yield is 0.400. The reactants are [F:1][C:2]([F:18])([F:17])[O:3][C:4]1[CH:5]=[C:6]2[C:10](=[CH:11][CH:12]=1)[NH:9][N:8]=[C:7]2[C:13](OC)=[O:14].[H-].C([Al+]CC(C)C)C(C)C.C1(C)C=CC=CC=1.S([O-])([O-])(=O)=O.[Na+].[Na+]. The catalyst is C1COCC1. The product is [F:18][C:2]([F:1])([F:17])[O:3][C:4]1[CH:5]=[C:6]2[C:10](=[CH:11][CH:12]=1)[NH:9][N:8]=[C:7]2[CH2:13][OH:14]. (3) The yield is 0.600. The reactants are Cl[C:2]1[C:3]([NH2:12])=[N:4][C:5]2[C:10]([N:11]=1)=[CH:9][CH:8]=[CH:7][CH:6]=2.[CH3:13][O:14][C:15]1[CH:16]=[C:17]([CH:19]=[C:20]([O:22][CH3:23])[CH:21]=1)[NH2:18]. The product is [CH3:23][O:22][C:20]1[CH:19]=[C:17]([NH:18][C:2]2[C:3]([NH2:12])=[N:4][C:5]3[C:10](=[CH:9][CH:8]=[CH:7][CH:6]=3)[N:11]=2)[CH:16]=[C:15]([O:14][CH3:13])[CH:21]=1. The catalyst is CN1C(=O)CCC1. (4) The catalyst is C(O)C. The product is [CH3:22][N:7]1[CH:8]=[C:9](/[CH:11]=[CH:12]/[C:13]2[CH:14]=[CH:15][C:16]([N+:19]([O-:21])=[O:20])=[CH:17][CH:18]=2)[CH:10]=[C:6]1[C:4]([OH:5])=[O:3]. The reactants are C([O:3][C:4]([C:6]1[N:7]([CH3:22])[CH:8]=[C:9](/[CH:11]=[CH:12]/[C:13]2[CH:18]=[CH:17][C:16]([N+:19]([O-:21])=[O:20])=[CH:15][CH:14]=2)[CH:10]=1)=[O:5])C.C1COCC1.O.[OH-].[Na+]. The yield is 0.550. (5) The reactants are C([NH:4][C:5]1[CH:10]=[CH:9][C:8]([S:11]([NH:14][CH2:15][C:16]([O:18][C:19](C)(C)C)=[O:17])(=[O:13])=[O:12])=[CH:7][C:6]=1[Cl:23])(=O)C.S(=O)(=O)(O)O. The catalyst is CO. The product is [NH2:4][C:5]1[CH:10]=[CH:9][C:8]([S:11]([NH:14][CH2:15][C:16]([O:18][CH3:19])=[O:17])(=[O:13])=[O:12])=[CH:7][C:6]=1[Cl:23]. The yield is 1.00.